From a dataset of Full USPTO retrosynthesis dataset with 1.9M reactions from patents (1976-2016). Predict the reactants needed to synthesize the given product. (1) Given the product [CH2:43]([O:42][C:39]1[N:38]=[CH:37][C:36]([C:32]2([OH:35])[CH2:33][CH2:34][CH:29]([N:27]3[CH2:28][CH:25]([NH:24][C:23]([CH2:22][NH:21][C:10]4[C:11]5[C:16](=[CH:15][CH:14]=[C:13]([C:17]([F:20])([F:19])[F:18])[CH:12]=5)[N:8]([C:6]([NH2:5])=[O:7])[N:9]=4)=[O:45])[CH2:26]3)[CH2:30][CH2:31]2)=[CH:41][CH:40]=1)[CH3:44], predict the reactants needed to synthesize it. The reactants are: C([NH:5][C:6]([N:8]1[C:16]2[C:11](=[CH:12][C:13]([C:17]([F:20])([F:19])[F:18])=[CH:14][CH:15]=2)[C:10]([NH:21][CH2:22][C:23](=[O:45])[NH:24][CH:25]2[CH2:28][N:27]([CH:29]3[CH2:34][CH2:33][C:32]([C:36]4[CH:37]=[N:38][C:39]([O:42][CH2:43][CH3:44])=[CH:40][CH:41]=4)([OH:35])[CH2:31][CH2:30]3)[CH2:26]2)=[N:9]1)=[O:7])(C)(C)C.C(O)(C(F)(F)F)=O. (2) Given the product [Cl:1][C:2]1[CH:3]=[C:4]([CH:8]=[CH:9][C:10]=1[N:11]1[CH:16]([CH3:17])[CH2:15][O:14][CH2:13][C:12]1=[O:18])[C:5]([NH:31][C@H:27]([C:25]1[NH:24][C:23]2[CH:32]=[CH:33][C:20]([Cl:19])=[CH:21][C:22]=2[N:26]=1)[CH2:28][O:29][CH3:30])=[O:7], predict the reactants needed to synthesize it. The reactants are: [Cl:1][C:2]1[CH:3]=[C:4]([CH:8]=[CH:9][C:10]=1[N:11]1[CH:16]([CH3:17])[CH2:15][O:14][CH2:13][C:12]1=[O:18])[C:5]([OH:7])=O.[Cl:19][C:20]1[CH:33]=[CH:32][C:23]2[NH:24][C:25]([C@@H:27]([NH2:31])[CH2:28][O:29][CH3:30])=[N:26][C:22]=2[CH:21]=1.CN(C(ON1N=NC2C=CC=CC1=2)=[N+](C)C)C.[B-](F)(F)(F)F. (3) Given the product [CH2:1]([O:3][C:4]([C:6]1[C:7]([OH:28])=[C:8]2[CH:16]=[CH:15][N:14]([CH2:19][C:20]3[CH:21]=[CH:22][C:23]([O:26][CH3:27])=[CH:24][CH:25]=3)[C:9]2=[C:10]([C:12]#[N:13])[N:11]=1)=[O:5])[CH3:2], predict the reactants needed to synthesize it. The reactants are: [CH2:1]([O:3][C:4]([C:6]1[C:7]([OH:28])=[C:8]2[C:16](Br)=[C:15](Br)[N:14]([CH2:19][C:20]3[CH:25]=[CH:24][C:23]([O:26][CH3:27])=[CH:22][CH:21]=3)[C:9]2=[C:10]([C:12]#[N:13])[N:11]=1)=[O:5])[CH3:2].C([O-])=O.[NH4+]. (4) Given the product [CH3:37][O:36][C:33]1[CH:32]=[CH:31][C:30]([CH:28]([C:25]2[CH:26]=[CH:27][C:22]([O:21][CH3:20])=[CH:23][CH:24]=2)[NH:10][C:8]([C:5]2[C:4]([NH:11][C:12]3[CH:17]=[C:16]([CH3:18])[CH:15]=[C:14]([CH3:19])[N:13]=3)=[CH:3][C:2]([Br:1])=[CH:7][N:6]=2)=[O:9])=[CH:35][CH:34]=1, predict the reactants needed to synthesize it. The reactants are: [Br:1][C:2]1[CH:3]=[C:4]([NH:11][C:12]2[CH:17]=[C:16]([CH3:18])[CH:15]=[C:14]([CH3:19])[N:13]=2)[C:5]([C:8]([NH2:10])=[O:9])=[N:6][CH:7]=1.[CH3:20][O:21][C:22]1[CH:27]=[CH:26][C:25]([CH:28]([C:30]2[CH:35]=[CH:34][C:33]([O:36][CH3:37])=[CH:32][CH:31]=2)O)=[CH:24][CH:23]=1.O.C1(C)C=CC(S(O)(=O)=O)=CC=1. (5) Given the product [CH3:11][N:12]([C:2]1[C:3]2[CH:10]=[CH:9][NH:8][C:4]=2[N:5]=[CH:6][N:7]=1)[CH:13]1[CH2:21][CH2:20][C@@H:19]2[C@@H:15]([CH2:16][N:17]([C:22]([O:24][C:25]([CH3:28])([CH3:27])[CH3:26])=[O:23])[CH2:18]2)[CH2:14]1, predict the reactants needed to synthesize it. The reactants are: Cl[C:2]1[C:3]2[CH:10]=[CH:9][NH:8][C:4]=2[N:5]=[C-:6][N:7]=1.[CH3:11][NH:12][CH:13]1[CH2:21][CH2:20][C@H:19]2[C@H:15]([CH2:16][N:17]([C:22]([O:24][C:25]([CH3:28])([CH3:27])[CH3:26])=[O:23])[CH2:18]2)[CH2:14]1.C(=O)([O-])[O-].[K+].[K+].O. (6) Given the product [Br:1][C:2]1[CH:7]=[C:6]([CH2:8][Br:18])[CH:5]=[C:4]([Br:9])[C:3]=1[Br:10], predict the reactants needed to synthesize it. The reactants are: [Br:1][C:2]1[CH:7]=[C:6]([CH3:8])[CH:5]=[C:4]([Br:9])[C:3]=1[Br:10].C1C(=O)N([Br:18])C(=O)C1. (7) Given the product [CH2:2]([NH:9][N:10]=[C:11]([CH3:17])[CH2:12][S:13]([CH3:16])(=[O:14])=[O:15])[C:3]1[CH:4]=[CH:5][CH:6]=[CH:7][CH:8]=1, predict the reactants needed to synthesize it. The reactants are: Cl.[CH2:2]([NH:9][N:10]=[C:11]([CH3:17])[CH2:12][S:13]([CH3:16])(=[O:15])=[O:14])[C:3]1[CH:8]=[CH:7][CH:6]=[CH:5][CH:4]=1. (8) Given the product [CH3:22][C:3]1([NH:2][C:24]2[N:29]=[CH:28][C:27]([C:30]([F:33])([F:32])[F:31])=[CH:26][N:25]=2)[CH2:7][CH2:6][CH2:5][CH:4]1[NH:8][C:9](=[O:21])[O:10][C@@H:11]1[CH2:16][C@H:15]([CH3:17])[CH2:14][CH2:13][C@H:12]1[CH:18]([CH3:19])[CH3:20], predict the reactants needed to synthesize it. The reactants are: Cl.[NH2:2][C:3]1([CH3:22])[CH2:7][CH2:6][CH2:5][CH:4]1[NH:8][C:9](=[O:21])[O:10][C@@H:11]1[CH2:16][C@H:15]([CH3:17])[CH2:14][CH2:13][C@H:12]1[CH:18]([CH3:20])[CH3:19].Cl[C:24]1[N:29]=[CH:28][C:27]([C:30]([F:33])([F:32])[F:31])=[CH:26][N:25]=1.CCN(C(C)C)C(C)C.